This data is from Reaction yield outcomes from USPTO patents with 853,638 reactions. The task is: Predict the reaction yield, written as a fraction of the theoretical maximum amount of product (1.0 means a 100% yield; for example, 0.34 means a 34% yield). (1) The catalyst is C1COCC1.CCOC(C)=O. The yield is 0.700. The reactants are [Cl:1][C:2]1[CH:3]=[CH:4][C:5]([N:10]2[CH:14]=[N:13][N:12]=[N:11]2)=[C:6]([CH2:8][NH2:9])[CH:7]=1.CCN(C(C)C)C(C)C.[Br:24][CH2:25][C:26](Br)=[O:27]. The product is [Br:24][CH2:25][C:26]([NH:9][CH2:8][C:6]1[CH:7]=[C:2]([Cl:1])[CH:3]=[CH:4][C:5]=1[N:10]1[CH:14]=[N:13][N:12]=[N:11]1)=[O:27]. (2) The reactants are [F:1][C:2]([F:23])([F:22])[C:3]1[CH:8]=[CH:7][C:6](/[CH:9]=[CH:10]/[C:11]2[O:12][CH:13]=[C:14]([CH2:16]CS([O-])(=O)=O)[N:15]=2)=[CH:5][CH:4]=1.[N:24]1([CH2:29][CH2:30][CH2:31][CH2:32][C:33]2[CH:38]=[CH:37][C:36]([OH:39])=[CH:35][CH:34]=2)[CH:28]=[CH:27][N:26]=[N:25]1.C1COCC1.[OH-].[Na+]. The catalyst is [Br-].C([N+](CCCC)(CCCC)CCCC)CCC.[Cl-].[Na+].O. The product is [F:23][C:2]([F:1])([F:22])[C:3]1[CH:4]=[CH:5][C:6](/[CH:9]=[CH:10]/[C:11]2[O:12][CH:13]=[C:14]([CH2:16][O:39][C:36]3[CH:37]=[CH:38][C:33]([CH2:32][CH2:31][CH2:30][CH2:29][N:24]4[CH:28]=[CH:27][N:26]=[N:25]4)=[CH:34][CH:35]=3)[N:15]=2)=[CH:7][CH:8]=1. The yield is 0.810. (3) The reactants are F[C:2]1[CH:7]=[CH:6][C:5]([N+:8]([O-:10])=[O:9])=[CH:4][C:3]=1[CH3:11].[NH2:12][C:13]1[CH:18]=[CH:17][C:16]([OH:19])=[CH:15][C:14]=1[N+:20]([O-:22])=[O:21].C(=O)([O-])[O-].[Cs+].[Cs+]. The catalyst is CN(C=O)C.O. The product is [CH3:11][C:3]1[CH:4]=[C:5]([N+:8]([O-:10])=[O:9])[CH:6]=[CH:7][C:2]=1[O:19][C:16]1[CH:17]=[CH:18][C:13]([NH2:12])=[C:14]([N+:20]([O-:22])=[O:21])[CH:15]=1. The yield is 0.870. (4) The reactants are [CH2:1]([O:3][C:4]1[C:8]([CH2:9][CH2:10][CH2:11][OH:12])=[CH:7][N:6]([C:13]2[CH:18]=[CH:17][C:16]([C:19]([F:22])([F:21])[F:20])=[CH:15][N:14]=2)[N:5]=1)[CH3:2].O[C:24]1[CH:28]=[C:27]([CH2:29][C:30]([O:32]C)=[O:31])[N:26]([CH3:34])[N:25]=1.C(P(CCCC)CCCC)CCC.N(C(N1CCCCC1)=O)=NC(N1CCCCC1)=O. The catalyst is O1CCCC1. The product is [CH2:1]([O:3][C:4]1[C:8]([CH2:9][CH2:10][CH2:11][O:12][C:24]2[CH:28]=[C:27]([CH2:29][C:30]([OH:32])=[O:31])[N:26]([CH3:34])[N:25]=2)=[CH:7][N:6]([C:13]2[CH:18]=[CH:17][C:16]([C:19]([F:21])([F:20])[F:22])=[CH:15][N:14]=2)[N:5]=1)[CH3:2]. The yield is 0.390. (5) The reactants are [NH2:1][C:2]1[CH:3]=[CH:4][C:5]([O:18][CH3:19])=[C:6]([NH:8][C:9](=[O:17])[CH2:10][N:11]2[CH2:16][CH2:15][O:14][CH2:13][CH2:12]2)[CH:7]=1.[C:20]1([C:26]2[S:30][C:29]([C:31]([O-])=[O:32])=[N:28][CH:27]=2)[CH:25]=[CH:24][CH:23]=[CH:22][CH:21]=1.[Li+].F[P-](F)(F)(F)(F)F.N1(O[P+](N2CCCC2)(N2CCCC2)N2CCCC2)C2C=CC=CC=2N=N1.C(N(C(C)C)CC)(C)C. The catalyst is CN(C=O)C. The product is [CH3:19][O:18][C:5]1[CH:4]=[CH:3][C:2]([NH:1][C:31]([C:29]2[S:30][C:26]([C:20]3[CH:21]=[CH:22][CH:23]=[CH:24][CH:25]=3)=[CH:27][N:28]=2)=[O:32])=[CH:7][C:6]=1[NH:8][C:9](=[O:17])[CH2:10][N:11]1[CH2:16][CH2:15][O:14][CH2:13][CH2:12]1. The yield is 0.190. (6) The reactants are [CH3:1][O:2][C:3](=[O:15])[C:4]1[CH:9]=[C:8](I)[C:7]([CH:11]([F:13])[CH3:12])=[CH:6][C:5]=1[NH2:14].[CH:16]([N:19]1[C:23]([Sn](CCCC)(CCCC)CCCC)=[CH:22][CH:21]=[N:20]1)([CH3:18])[CH3:17]. The catalyst is O1CCOCC1.Cl[Pd](Cl)([P](C1C=CC=CC=1)(C1C=CC=CC=1)C1C=CC=CC=1)[P](C1C=CC=CC=1)(C1C=CC=CC=1)C1C=CC=CC=1. The product is [CH3:1][O:2][C:3](=[O:15])[C:4]1[CH:9]=[C:8]([C:23]2[N:19]([CH:16]([CH3:18])[CH3:17])[N:20]=[CH:21][CH:22]=2)[C:7]([CH:11]([F:13])[CH3:12])=[CH:6][C:5]=1[NH2:14]. The yield is 0.160. (7) The reactants are [CH2:1]([O:3][CH:4]([O:29][CH2:30][CH3:31])[CH2:5][N:6]1[CH:10]=[C:9]([C:11]2[S:19][C:18]3[C:13](=[N:14][CH:15]=[CH:16][C:17]=3[O:20][C:21]3[CH:27]=[CH:26][C:24]([NH2:25])=[CH:23][C:22]=3[F:28])[CH:12]=2)[N:8]=[CH:7]1)[CH3:2].[N:32]1[CH:37]=[CH:36][CH:35]=C[CH:33]=1.ClC(OC1C=CC=CC=1)=[O:40].C1(N)CC1. The catalyst is CN(C=O)C. The product is [CH:37]1([NH:32][C:33]([NH:25][C:24]2[CH:26]=[CH:27][C:21]([O:20][C:17]3[CH:16]=[CH:15][N:14]=[C:13]4[CH:12]=[C:11]([C:9]5[N:8]=[CH:7][N:6]([CH2:5][CH:4]([O:3][CH2:1][CH3:2])[O:29][CH2:30][CH3:31])[CH:10]=5)[S:19][C:18]=34)=[C:22]([F:28])[CH:23]=2)=[O:40])[CH2:35][CH2:36]1. The yield is 0.870. (8) The reactants are [CH2:1]([O:8][N:9]1[C:15](=[O:16])[N:14]2[CH2:17][C@H:10]1[CH2:11][CH2:12][C@H:13]2[C:18]([NH:20][NH:21][C:22]([N:24]1[CH2:29][CH2:28][N:27]([C:30]([O:32][C:33]([CH3:36])([CH3:35])[CH3:34])=[O:31])[CH2:26][CH2:25]1)=[S:23])=O)[C:2]1[CH:7]=[CH:6][CH:5]=[CH:4][CH:3]=1.COC1C=CC(P2(SP(C3C=CC(OC)=CC=3)(=S)S2)=S)=CC=1. The catalyst is C1COCC1.[Hg](OC(C)=O)OC(C)=O. The product is [CH2:1]([O:8][N:9]1[C:15](=[O:16])[N:14]2[CH2:17][C@H:10]1[CH2:11][CH2:12][C@H:13]2[C:18]1[S:23][C:22]([N:24]2[CH2:29][CH2:28][N:27]([C:30]([O:32][C:33]([CH3:36])([CH3:35])[CH3:34])=[O:31])[CH2:26][CH2:25]2)=[N:21][N:20]=1)[C:2]1[CH:7]=[CH:6][CH:5]=[CH:4][CH:3]=1. The yield is 0.240. (9) The reactants are [CH3:1]OP(C(=[N+]=[N-])C(=O)C)(=O)OC.[F:13][C:14]1[CH:19]=[CH:18][C:17]([C:20]2[N:24]([CH3:25])[N:23]=[C:22]([CH:26]=O)[CH:21]=2)=[CH:16][CH:15]=1.C(=O)([O-])[O-].[K+].[K+]. The catalyst is CO. The product is [C:26]([C:22]1[CH:21]=[C:20]([C:17]2[CH:18]=[CH:19][C:14]([F:13])=[CH:15][CH:16]=2)[N:24]([CH3:25])[N:23]=1)#[CH:1]. The yield is 0.930. (10) The reactants are [NH2:1][C:2]1[NH:6][N:5]=[C:4]([CH2:7][C:8]([OH:10])=[O:9])[CH:3]=1.S(Cl)(Cl)=O.[CH3:15]O. No catalyst specified. The product is [NH2:1][C:2]1[NH:6][N:5]=[C:4]([CH2:7][C:8]([O:10][CH3:15])=[O:9])[CH:3]=1. The yield is 0.480.